From a dataset of NCI-60 drug combinations with 297,098 pairs across 59 cell lines. Regression. Given two drug SMILES strings and cell line genomic features, predict the synergy score measuring deviation from expected non-interaction effect. (1) Drug 1: CCCS(=O)(=O)NC1=C(C(=C(C=C1)F)C(=O)C2=CNC3=C2C=C(C=N3)C4=CC=C(C=C4)Cl)F. Drug 2: CC1=C(C(=CC=C1)Cl)NC(=O)C2=CN=C(S2)NC3=CC(=NC(=N3)C)N4CCN(CC4)CCO. Cell line: BT-549. Synergy scores: CSS=13.5, Synergy_ZIP=4.80, Synergy_Bliss=11.0, Synergy_Loewe=4.62, Synergy_HSA=8.16. (2) Drug 1: COC1=CC(=CC(=C1O)OC)C2C3C(COC3=O)C(C4=CC5=C(C=C24)OCO5)OC6C(C(C7C(O6)COC(O7)C8=CC=CS8)O)O. Drug 2: CC1=C2C(C(=O)C3(C(CC4C(C3C(C(C2(C)C)(CC1OC(=O)C(C(C5=CC=CC=C5)NC(=O)OC(C)(C)C)O)O)OC(=O)C6=CC=CC=C6)(CO4)OC(=O)C)O)C)O. Cell line: UACC62. Synergy scores: CSS=37.5, Synergy_ZIP=-9.19, Synergy_Bliss=-2.80, Synergy_Loewe=-5.86, Synergy_HSA=0.734.